From a dataset of Forward reaction prediction with 1.9M reactions from USPTO patents (1976-2016). Predict the product of the given reaction. (1) Given the reactants [CH3:1][C:2]1([CH3:31])[CH2:7][CH2:6][C:5]([C:8]2[CH:13]=[C:12]([C:14]3(O)[CH2:19][CH2:18][CH2:17][CH2:16][CH2:15]3)[CH:11]=[CH:10][C:9]=2[NH:21][C:22]([C:24]2[NH:25][CH:26]=[C:27]([C:29]#[N:30])[N:28]=2)=[O:23])=[CH:4][CH2:3]1.O=S(Cl)Cl.[CH3:36][O:37][CH2:38][CH2:39][NH2:40], predict the reaction product. The product is: [CH3:31][C:2]1([CH3:1])[CH2:7][CH2:6][C:5]([C:8]2[CH:13]=[C:12]([C:14]3([NH:40][CH2:39][CH2:38][O:37][CH3:36])[CH2:15][CH2:16][CH2:17][CH2:18][CH2:19]3)[CH:11]=[CH:10][C:9]=2[NH:21][C:22]([C:24]2[NH:25][CH:26]=[C:27]([C:29]#[N:30])[N:28]=2)=[O:23])=[CH:4][CH2:3]1. (2) The product is: [C:2]([O-:5])(=[O:3])[CH3:4].[Ca+2:6].[C:2]([O-:5])(=[O:3])[CH3:4]. Given the reactants C[C:2]([CH3:4])=[O:3].[OH-:5].[Ca+2:6].[OH-], predict the reaction product. (3) Given the reactants [CH2:1]([C:3]1[CH:4]=[N:5][N:6]([C:9]2[CH:14]=[CH:13][CH:12]=[C:11]([CH3:15])[N:10]=2)[C:7]=1[OH:8])[CH3:2].[S:16](O[S:16]([C:19]([F:22])([F:21])[F:20])(=[O:18])=[O:17])([C:19]([F:22])([F:21])[F:20])(=[O:18])=[O:17], predict the reaction product. The product is: [F:20][C:19]([F:22])([F:21])[S:16]([O:8][C:7]1[N:6]([C:9]2[CH:14]=[CH:13][CH:12]=[C:11]([CH3:15])[N:10]=2)[N:5]=[CH:4][C:3]=1[CH2:1][CH3:2])(=[O:18])=[O:17]. (4) Given the reactants [NH:1]1[C:9]2[C:4](=[C:5]([CH2:10][CH2:11][CH2:12][NH:13][C:14]3[N:19]=[C:18]([CH3:20])[C:17]([C:21]([NH:23][C@@H:24]([CH2:28][NH:29][C:30]([C:32]4[S:33][CH:34]=[CH:35][CH:36]=4)=[O:31])[C:25]([OH:27])=[O:26])=[O:22])=[C:16]([CH3:37])[N:15]=3)[CH:6]=[CH:7][CH:8]=2)[CH:3]=[N:2]1.I[CH2:39][CH2:40][CH3:41].C(=O)([O-])[O-].[K+].[K+], predict the reaction product. The product is: [CH2:39]([O:26][C:25](=[O:27])[C@@H:24]([NH:23][C:21]([C:17]1[C:16]([CH3:37])=[N:15][C:14]([NH:13][CH2:12][CH2:11][CH2:10][C:5]2[CH:6]=[CH:7][CH:8]=[C:9]3[C:4]=2[CH:3]=[N:2][NH:1]3)=[N:19][C:18]=1[CH3:20])=[O:22])[CH2:28][NH:29][C:30]([C:32]1[S:33][CH:34]=[CH:35][CH:36]=1)=[O:31])[CH2:40][CH3:41].